Predict the product of the given reaction. From a dataset of Forward reaction prediction with 1.9M reactions from USPTO patents (1976-2016). (1) Given the reactants [F:1][C:2]1[CH:3]=[C:4]([CH:15]=[C:16]([F:23])[C:17]=1[NH:18][S:19]([CH3:22])(=[O:21])=[O:20])[CH2:5][NH:6][C:7]([C:9]1[N:10]=[C:11](Cl)[S:12][CH:13]=1)=[O:8].[C:24]([O-:27])([O-])=O.[K+].[K+].[F:30][C:31]([F:40])([F:39])[C:32]1[CH:33]=[C:34](O)C=[CH:36][CH:37]=1, predict the reaction product. The product is: [F:1][C:2]1[CH:3]=[C:4]([CH:15]=[C:16]([F:23])[C:17]=1[NH:18][S:19]([CH3:22])(=[O:21])=[O:20])[CH2:5][NH:6][C:7]([C:9]1[N:10]=[C:11]([O:27][C:24]2[CH:34]=[CH:33][C:32]([C:31]([F:40])([F:39])[F:30])=[CH:37][CH:36]=2)[S:12][CH:13]=1)=[O:8]. (2) The product is: [CH3:11][C:10]1[CH:9]=[CH:8][C:7]2[NH:6][CH:5]=[CH:4][C:3]=2[C:2]=1[C:13]#[N:14]. Given the reactants Br[C:2]1[C:10]([CH3:11])=[CH:9][CH:8]=[C:7]2[C:3]=1[CH:4]=[CH:5][NH:6]2.O.[CH3:13][N:14]1C(=O)CCC1, predict the reaction product.